From a dataset of Full USPTO retrosynthesis dataset with 1.9M reactions from patents (1976-2016). Predict the reactants needed to synthesize the given product. Given the product [CH3:25][S:26]([OH:29])(=[O:28])=[O:27].[CH:1]1[CH:2]=[CH:3][C:4]2[NH:9][CH:8]=[C:7]([C:10]([O:12][C@@H:13]3[CH2:14][C@H:15]4[N:21]5[CH2:22][C:23](=[O:24])[C@@H:17]([CH2:16]4)[CH2:18][C@@H:19]5[CH2:20]3)=[O:11])[C:5]=2[CH:6]=1.[OH2:11], predict the reactants needed to synthesize it. The reactants are: [CH:1]1[CH:2]=[CH:3][C:4]2[NH:9][CH:8]=[C:7]([C:10]([O:12][C@@H:13]3[CH2:20][C@H:19]4[N:21]5[CH2:22][C:23](=[O:24])[C@@H:17]([CH2:18]4)[CH2:16][C@@H:15]5[CH2:14]3)=[O:11])[C:5]=2[CH:6]=1.[CH3:25][S:26]([OH:29])(=[O:28])=[O:27].